This data is from Full USPTO retrosynthesis dataset with 1.9M reactions from patents (1976-2016). The task is: Predict the reactants needed to synthesize the given product. (1) Given the product [CH3:39][O:38][C:36](=[O:37])[C:35]1[CH:40]=[CH:41][C:32]([O:30][C:27]2[CH:26]=[CH:25][C:24]([C:21]3[CH:22]=[CH:23][C:18](/[CH:17]=[CH:16]/[C:11]4[N:12]([CH2:14][CH3:15])[CH:13]=[C:9]([C:3]5[CH:4]=[CH:5][C:6]([Cl:8])=[CH:7][C:2]=5[Cl:1])[N:10]=4)=[CH:19][CH:20]=3)=[CH:29][CH:28]=2)=[C:33]([N+:42]([O-:44])=[O:43])[CH:34]=1, predict the reactants needed to synthesize it. The reactants are: [Cl:1][C:2]1[CH:7]=[C:6]([Cl:8])[CH:5]=[CH:4][C:3]=1[C:9]1[N:10]=[C:11](/[CH:16]=[CH:17]/[C:18]2[CH:23]=[CH:22][C:21]([C:24]3[CH:29]=[CH:28][C:27]([OH:30])=[CH:26][CH:25]=3)=[CH:20][CH:19]=2)[N:12]([CH2:14][CH3:15])[CH:13]=1.F[C:32]1[CH:41]=[CH:40][C:35]([C:36]([O:38][CH3:39])=[O:37])=[CH:34][C:33]=1[N+:42]([O-:44])=[O:43]. (2) Given the product [NH:1]1[C:5]2[CH:6]=[CH:7][C:8]([C:10]([NH2:15])=[O:12])=[CH:9][C:4]=2[N:3]=[N:2]1, predict the reactants needed to synthesize it. The reactants are: [NH:1]1[C:5]2[CH:6]=[CH:7][C:8]([C:10]([OH:12])=O)=[CH:9][C:4]=2[N:3]=[N:2]1.CC[N:15]=C=NCCCN(C)C.Cl.C1C=CC2N(O)N=NC=2C=1.N. (3) Given the product [OH:25][C:6]1[C:5]2[C:10](=[CH:11][C:2]([N:64]3[CH2:69][CH2:68][CH2:67][CH2:66][CH2:65]3)=[CH:3][CH:4]=2)[N:9]([CH3:12])[C:8](=[O:13])[C:7]=1[C:14]([NH:16][CH2:17][C:18]([OH:20])=[O:19])=[O:15], predict the reactants needed to synthesize it. The reactants are: Br[C:2]1[CH:11]=[C:10]2[C:5]([C:6]([OH:25])=[C:7]([C:14]([NH:16][CH2:17][C:18]([O:20]CCCC)=[O:19])=[O:15])[C:8](=[O:13])[N:9]2[CH3:12])=[CH:4][CH:3]=1.C(Cl)(Cl)Cl.CC(C1C=C(C(C)C)C(C2C=CC=CC=2P(C2CCCCC2)C2CCCCC2)=C(C(C)C)C=1)C.[NH:64]1[CH2:69][CH2:68][CH2:67][CH2:66][CH2:65]1.CC(C)([O-])C.[Na+]. (4) Given the product [CH2:20]([N:27]1[CH:32]2[CH2:33][CH2:34][CH:28]1[CH:29]=[C:30]([C:6]1[CH:7]=[CH:8][C:3]([O:2][CH3:1])=[CH:4][CH:5]=1)[CH2:31]2)[C:21]1[CH:26]=[CH:25][CH:24]=[CH:23][CH:22]=1, predict the reactants needed to synthesize it. The reactants are: [CH3:1][O:2][C:3]1[CH:8]=[CH:7][C:6](B(O)O)=[CH:5][CH:4]=1.[Cl-].[Li+].C([O-])([O-])=O.[Na+].[Na+].[CH2:20]([N:27]1[CH:32]2[CH2:33][CH2:34][CH:28]1[CH:29]=[C:30](OS(C(F)(F)F)(=O)=O)[CH2:31]2)[C:21]1[CH:26]=[CH:25][CH:24]=[CH:23][CH:22]=1.